Dataset: Full USPTO retrosynthesis dataset with 1.9M reactions from patents (1976-2016). Task: Predict the reactants needed to synthesize the given product. (1) Given the product [C:9]1([CH2:8][N:15]=[C:1]([CH3:6])[CH3:2])[CH:14]=[CH:13][CH:12]=[CH:11][CH:10]=1, predict the reactants needed to synthesize it. The reactants are: [C:1]1(C)[CH:6]=CC=C[CH:2]=1.[CH2:8]([NH2:15])[C:9]1[CH:14]=[CH:13][CH:12]=[CH:11][CH:10]=1. (2) Given the product [C:1]([O:5][C:6](=[O:19])[NH:7][C@H:8]([C:13]1[CH:14]=[CH:15][CH:16]=[CH:17][CH:18]=1)[C@@H:9]([OH:12])[CH2:10][O:11][Si:24]([C:20]([CH3:23])([CH3:22])[CH3:21])([CH3:27])[CH3:26])([CH3:4])([CH3:2])[CH3:3], predict the reactants needed to synthesize it. The reactants are: [C:1]([O:5][C:6](=[O:19])[NH:7][C@H:8]([C:13]1[CH:18]=[CH:17][CH:16]=[CH:15][CH:14]=1)[C@@H:9]([OH:12])[CH2:10][OH:11])([CH3:4])([CH3:3])[CH3:2].[C:20]([Si:24]([CH3:27])([CH3:26])Cl)([CH3:23])([CH3:22])[CH3:21].N1C=CN=C1.ClCCl. (3) Given the product [Cl:1][C:2]1[N:7]=[C:6]([NH:8][CH2:9][C:10]([CH3:14])([CH3:13])[CH2:11][NH:12][S:32]([CH3:31])(=[O:34])=[O:33])[CH:5]=[C:4]([C:15]2[C:23]3[C:18](=[N:19][CH:20]=[CH:21][CH:22]=3)[NH:17][CH:16]=2)[CH:3]=1, predict the reactants needed to synthesize it. The reactants are: [Cl:1][C:2]1[N:7]=[C:6]([NH:8][CH2:9][C:10]([CH3:14])([CH3:13])[CH2:11][NH2:12])[CH:5]=[C:4]([C:15]2[C:23]3[C:18](=[N:19][CH:20]=[CH:21][CH:22]=3)[NH:17][CH:16]=2)[CH:3]=1.C(N(CC)CC)C.[CH3:31][S:32](Cl)(=[O:34])=[O:33].O. (4) Given the product [ClH:1].[Cl:1][C:2]1[CH:9]=[CH:8][C:7]([C:10]([F:13])([F:12])[F:11])=[CH:6][C:3]=1[CH:4]=[N:18][NH:17][C:14]([NH2:16])=[NH:15], predict the reactants needed to synthesize it. The reactants are: [Cl:1][C:2]1[CH:9]=[CH:8][C:7]([C:10]([F:13])([F:12])[F:11])=[CH:6][C:3]=1[CH:4]=O.[C:14]([NH:17][NH2:18])([NH2:16])=[NH:15].Cl. (5) Given the product [C:1]([O:5][C@@H:6]([C:11]1[C:40]([CH3:41])=[CH:39][C:38]2=[N:42][C:35]3=[C:36]([F:50])[N:37]2[C:12]=1[N:13]1[CH2:48][CH2:47][C:16]([CH3:49])([O:17][CH2:18][CH2:19][CH2:20][CH2:21][C@H:22]([CH3:46])[O:23][C:24]2[CH:25]=[C:26]([F:45])[C:27]([F:44])=[CH:28][C:29]=2[C:30]2[CH:43]=[C:34]3[CH:33]=[CH:32][CH:31]=2)[CH2:15][CH2:14]1)[C:7]([OH:9])=[O:8])([CH3:4])([CH3:2])[CH3:3], predict the reactants needed to synthesize it. The reactants are: [C:1]([O:5][C@@H:6]([C:11]1[C:40]([CH3:41])=[CH:39][C:38]2=[N:42][C:35]3=[CH:36][N:37]2[C:12]=1[N:13]1[CH2:48][CH2:47][C:16]([CH3:49])([O:17][CH2:18][CH2:19][CH2:20][CH2:21][C@H:22]([CH3:46])[O:23][C:24]2[CH:25]=[C:26]([F:45])[C:27]([F:44])=[CH:28][C:29]=2[C:30]2[CH:43]=[C:34]3[CH:33]=[CH:32][CH:31]=2)[CH2:15][CH2:14]1)[C:7]([O:9]C)=[O:8])([CH3:4])([CH3:3])[CH3:2].[F:50][B-](F)(F)F.ClC1C=CC=C(Cl)[N+]=1F.O.O[Li].O. (6) Given the product [Cl:1][C:2]1[CH:7]=[CH:6][C:5]([C:8]2[N:12]([CH2:13][CH2:14][CH2:15][C:16]([OH:18])=[O:17])[C:11](=[O:23])[N:10]([CH2:24][C:25]([NH:27][CH2:28][C:29]([CH3:41])([C:31]3[CH:36]=[CH:35][CH:34]=[CH:33][C:32]=3[C:37]([F:38])([F:39])[F:40])[CH3:30])=[O:26])[N:9]=2)=[CH:4][CH:3]=1, predict the reactants needed to synthesize it. The reactants are: [Cl:1][C:2]1[CH:7]=[CH:6][C:5]([C:8]2[N:12]([CH2:13][CH2:14][CH2:15][C:16]([O:18]C(C)(C)C)=[O:17])[C:11](=[O:23])[N:10]([CH2:24][C:25]([NH:27][CH2:28][C:29]([CH3:41])([C:31]3[CH:36]=[CH:35][CH:34]=[CH:33][C:32]=3[C:37]([F:40])([F:39])[F:38])[CH3:30])=[O:26])[N:9]=2)=[CH:4][CH:3]=1.Cl. (7) The reactants are: [Si]([O:8][C@@H:9]1[C@@:13]2([CH2:23][O:22][P:21]([O:25][CH3:26])(=[O:24])[O:20][C@H:19]3[C@@H:27]([O:38][CH3:39])[C@H:28]([N:30]4[CH:35]=[CH:34][C:33](=[O:36])[NH:32][C:31]4=[O:37])[O:29][C@@H:18]3[C@@H:17]([O:40][C:41]([C:54]3[CH:59]=[CH:58][C:57]([O:60][CH3:61])=[CH:56][CH:55]=3)([C:48]3[CH:53]=[CH:52][CH:51]=[CH:50][CH:49]=3)[C:42]3[CH:47]=[CH:46][CH:45]=[CH:44][CH:43]=3)[CH2:16][CH2:15][CH2:14]2)[O:12][C@@H:11]([N:62]2[CH:67]=[CH:66][C:65](=[O:68])[NH:64][C:63]2=[O:69])[C@@H:10]1[O:70][CH3:71])(C(C)(C)C)(C)C.C(N(CC)CC)C.F.F.F.C(N(CC)CC)C. Given the product [OH:8][C@@H:9]1[C@@:13]2([CH2:23][O:22][P:21]([O:25][CH3:26])(=[O:24])[O:20][C@H:19]3[C@@H:27]([O:38][CH3:39])[C@H:28]([N:30]4[CH:35]=[CH:34][C:33](=[O:36])[NH:32][C:31]4=[O:37])[O:29][C@@H:18]3[C@@H:17]([O:40][C:41]([C:54]3[CH:55]=[CH:56][C:57]([O:60][CH3:61])=[CH:58][CH:59]=3)([C:48]3[CH:53]=[CH:52][CH:51]=[CH:50][CH:49]=3)[C:42]3[CH:43]=[CH:44][CH:45]=[CH:46][CH:47]=3)[CH2:16][CH2:15][CH2:14]2)[O:12][C@@H:11]([N:62]2[CH:67]=[CH:66][C:65](=[O:68])[NH:64][C:63]2=[O:69])[C@@H:10]1[O:70][CH3:71], predict the reactants needed to synthesize it. (8) Given the product [O:20]1[CH:21]=[CH:22][CH:23]=[C:19]1[C:17]([C:16]1[CH:15]=[N:14][N:13]2[C:8]([C:4]3[CH:3]=[C:2]([NH:1][C:28]([NH:27][CH:24]([CH3:26])[CH3:25])=[O:29])[CH:7]=[CH:6][CH:5]=3)=[CH:9][CH:10]=[N:11][C:12]=12)=[O:18], predict the reactants needed to synthesize it. The reactants are: [NH2:1][C:2]1[CH:3]=[C:4]([C:8]2[N:13]3[N:14]=[CH:15][C:16]([C:17]([C:19]4[O:20][CH:21]=[CH:22][CH:23]=4)=[O:18])=[C:12]3[N:11]=[CH:10][CH:9]=2)[CH:5]=[CH:6][CH:7]=1.[CH:24]([N:27]=[C:28]=[O:29])([CH3:26])[CH3:25].